Task: Predict the product of the given reaction.. Dataset: Forward reaction prediction with 1.9M reactions from USPTO patents (1976-2016) (1) Given the reactants [O:1]=[C:2]1[C:10]2[C:5](=[CH:6][CH:7]=[CH:8][CH:9]=2)[C:4](=[O:11])[N:3]1[CH2:12][CH2:13][N:14]([C:22]1[CH:27]=[CH:26][C:25]([F:28])=[CH:24][CH:23]=1)[C:15]([N:17]1[CH:21]=[CH:20][N:19]=[CH:18]1)=[O:16].[CH3:29][I:30], predict the reaction product. The product is: [I-:30].[O:11]=[C:4]1[C:5]2[C:10](=[CH:9][CH:8]=[CH:7][CH:6]=2)[C:2](=[O:1])[N:3]1[CH2:12][CH2:13][N:14]([C:22]1[CH:23]=[CH:24][C:25]([F:28])=[CH:26][CH:27]=1)[C:15]([N:17]1[CH:21]=[CH:20][N+:19]([CH3:29])=[CH:18]1)=[O:16]. (2) Given the reactants [Cl:1][C:2]1[C:3]([N+:16]([O-:18])=[O:17])=[C:4]2[C:9](=[CH:10][CH:11]=1)[C:8](=[O:12])[N:7]([CH2:13][CH2:14][OH:15])[CH:6]=[CH:5]2.[C:19](OC(=O)C)(=[O:21])[CH3:20].N1C=CC=CC=1.C(Cl)Cl, predict the reaction product. The product is: [C:19]([O:15][CH2:14][CH2:13][N:7]1[CH:6]=[CH:5][C:4]2[C:9](=[CH:10][CH:11]=[C:2]([Cl:1])[C:3]=2[N+:16]([O-:18])=[O:17])[C:8]1=[O:12])(=[O:21])[CH3:20].